Task: Predict the product of the given reaction.. Dataset: Forward reaction prediction with 1.9M reactions from USPTO patents (1976-2016) (1) Given the reactants [CH3:1][C:2]1([CH3:22])[C@@H:5]([C:6]2[N:10]=[CH:9][NH:8][N:7]=2)[CH2:4][C@H:3]1[NH:11][C:12](=[O:21])[O:13][CH2:14][C:15]1[CH:20]=[CH:19][CH:18]=[CH:17][CH:16]=1.[O:23]1[CH:28]=[CH:27][CH2:26][CH2:25][CH2:24]1.CC1C=CC(S([O-])(=O)=O)=CC=1.[NH+]1C=CC=CC=1, predict the reaction product. The product is: [CH3:1][C:2]1([CH3:22])[C@@H:5]([C:6]2[N:10]=[CH:9][N:8]([CH:24]3[CH2:25][CH2:26][CH2:27][CH2:28][O:23]3)[N:7]=2)[CH2:4][C@H:3]1[NH:11][C:12](=[O:21])[O:13][CH2:14][C:15]1[CH:16]=[CH:17][CH:18]=[CH:19][CH:20]=1. (2) Given the reactants CS(C)=O.[OH:5][CH2:6][CH2:7][C@H:8]([NH:15][C:16](=[O:25])[O:17][CH2:18][C:19]1[CH:24]=[CH:23][CH:22]=[CH:21][CH:20]=1)[C:9]1[CH:14]=[CH:13][CH:12]=[CH:11][CH:10]=1.C(N(CC)CC)C, predict the reaction product. The product is: [O:5]=[CH:6][CH2:7][C@H:8]([NH:15][C:16](=[O:25])[O:17][CH2:18][C:19]1[CH:24]=[CH:23][CH:22]=[CH:21][CH:20]=1)[C:9]1[CH:14]=[CH:13][CH:12]=[CH:11][CH:10]=1. (3) Given the reactants Br[C:2]1[CH:9]=[C:8]([N:10]2[C:18]3[C:13](=[C:14]([C:19]4[CH:20]=[N:21][C:22]5[C:27]([CH:28]=4)=[CH:26][CH:25]=[CH:24][CH:23]=5)[CH:15]=[CH:16][CH:17]=3)[C:12]([CH3:29])=[N:11]2)[CH:7]=[CH:6][C:3]=1[C:4]#[N:5].[NH2:30][CH:31]1[CH2:36][C:35]([CH3:38])([CH3:37])[N:34]([CH3:39])[C:33]([CH3:41])([CH3:40])[CH2:32]1.C(=O)([O-])[O-].[Cs+].[Cs+].C1(P(C2C=CC=CC=2)C2C3OC4C(=CC=CC=4P(C4C=CC=CC=4)C4C=CC=CC=4)C(C)(C)C=3C=CC=2)C=CC=CC=1, predict the reaction product. The product is: [CH3:29][C:12]1[C:13]2[C:18](=[CH:17][CH:16]=[CH:15][C:14]=2[C:19]2[CH:20]=[N:21][C:22]3[C:27]([CH:28]=2)=[CH:26][CH:25]=[CH:24][CH:23]=3)[N:10]([C:8]2[CH:7]=[CH:6][C:3]([C:4]#[N:5])=[C:2]([NH:30][CH:31]3[CH2:32][C:33]([CH3:40])([CH3:41])[N:34]([CH3:39])[C:35]([CH3:38])([CH3:37])[CH2:36]3)[CH:9]=2)[N:11]=1. (4) Given the reactants Cl.[CH2:2]([C:4]1[N:9]([CH2:10][C:11](=[O:18])[C:12]2[CH:17]=[CH:16][CH:15]=[CH:14][CH:13]=2)[C:8](=[O:19])[C:7]2[C:20]([O:33][CH3:34])=[C:21]([C:24]([NH:26][CH:27]3[CH2:32][CH2:31][NH:30][CH2:29][CH2:28]3)=[O:25])[N:22]([CH3:23])[C:6]=2[CH:5]=1)[CH3:3].C(N(CC)CC)C.C1COCC1.C([O:50][CH2:51][C:52](Cl)=[O:53])(=O)C, predict the reaction product. The product is: [CH2:2]([C:4]1[N:9]([CH2:10][C:11](=[O:18])[C:12]2[CH:13]=[CH:14][CH:15]=[CH:16][CH:17]=2)[C:8](=[O:19])[C:7]2[C:20]([O:33][CH3:34])=[C:21]([C:24]([NH:26][CH:27]3[CH2:28][CH2:29][N:30]([C:51](=[O:50])[CH2:52][OH:53])[CH2:31][CH2:32]3)=[O:25])[N:22]([CH3:23])[C:6]=2[CH:5]=1)[CH3:3]. (5) Given the reactants [F:1][C:2]1[C:12]([F:13])=[CH:11][CH:10]=[CH:9][C:3]=1[CH:4]=[CH:5][C:6]([OH:8])=[O:7], predict the reaction product. The product is: [F:1][C:2]1[C:12]([F:13])=[CH:11][CH:10]=[CH:9][C:3]=1[CH2:4][CH2:5][C:6]([OH:8])=[O:7]. (6) Given the reactants [CH:1]1([CH2:7][C:8]([NH:10][C@@H:11]([C:37]([CH3:40])([CH3:39])[CH3:38])[C:12]([N:14]2[C@H:29]([C:30]([O:32]C(C)(C)C)=[O:31])[CH2:28][C@:16]3([O:20][C:19](=[O:21])[N:18]([C:22]4[CH:27]=[CH:26][CH:25]=[CH:24][CH:23]=4)[CH2:17]3)[CH2:15]2)=[O:13])=[O:9])[CH2:6][CH2:5][CH2:4][CH2:3][CH2:2]1.C(O)(C(F)(F)F)=O, predict the reaction product. The product is: [CH:1]1([CH2:7][C:8]([NH:10][C@@H:11]([C:37]([CH3:40])([CH3:39])[CH3:38])[C:12]([N:14]2[C@H:29]([C:30]([OH:32])=[O:31])[CH2:28][C@:16]3([O:20][C:19](=[O:21])[N:18]([C:22]4[CH:23]=[CH:24][CH:25]=[CH:26][CH:27]=4)[CH2:17]3)[CH2:15]2)=[O:13])=[O:9])[CH2:2][CH2:3][CH2:4][CH2:5][CH2:6]1. (7) The product is: [CH3:16][O:17][C:7]1[CH:2]=[C:3]([CH2:8][C:9](=[O:15])[C:10]([O:12][CH2:13][CH3:14])=[O:11])[CH:4]=[CH:5][CH:6]=1. Given the reactants F[C:2]1[CH:7]=[CH:6][CH:5]=[CH:4][C:3]=1[CH2:8][C:9](=[O:15])[C:10]([O:12][CH2:13][CH3:14])=[O:11].[CH3:16][O:17]C1C=C(C=CC=1)CBr.[Mg].C(OCC)(=O)C(OCC)=O, predict the reaction product. (8) Given the reactants [OH-].[K+].[Cl:3][C:4]1[N:9]=[C:8]([C:10]#[C:11][C:12]2[CH:13]=[C:14]([NH:18][C:19](=[O:28])[C:20]3[C:25]([F:26])=[CH:24][CH:23]=[CH:22][C:21]=3[F:27])[CH:15]=[CH:16][CH:17]=2)[CH:7]=[CH:6][N:5]=1.[I-].[NH2:30][N+:31]1[CH:36]=[CH:35][CH:34]=[CH:33][CH:32]=1.C([O-])([O-])=O.[K+].[K+], predict the reaction product. The product is: [Cl:3][C:4]1[N:9]=[C:8]([C:10]2[C:11]([C:12]3[CH:13]=[C:14]([NH:18][C:19](=[O:28])[C:20]4[C:25]([F:26])=[CH:24][CH:23]=[CH:22][C:21]=4[F:27])[CH:15]=[CH:16][CH:17]=3)=[N:30][N:31]3[CH:36]=[CH:35][CH:34]=[CH:33][C:32]=23)[CH:7]=[CH:6][N:5]=1.